Dataset: Catalyst prediction with 721,799 reactions and 888 catalyst types from USPTO. Task: Predict which catalyst facilitates the given reaction. (1) Product: [Cl:1][C:2]1[N:7]=[C:6]2[C:8]([I:13])=[N:9][NH:10][C:5]2=[CH:4][CH:3]=1. The catalyst class is: 173. Reactant: [Cl:1][C:2]1[N:7]=[C:6]2[CH:8]=[N:9][NH:10][C:5]2=[CH:4][CH:3]=1.[OH-].[K+].[I:13]I. (2) Reactant: Cl[C:2]1[CH:7]=[C:6]([C:8]2[CH:13]=[CH:12][CH:11]=[CH:10][C:9]=2[O:14][CH3:15])[N:5]=[C:4]([CH2:16][CH3:17])[N:3]=1.[NH2:18][NH2:19].C(=O)([O-])[O-].[Na+].[Na+].C(=O)([O-])[O-].[K+].[K+]. Product: [CH2:16]([C:4]1[N:3]=[C:2]([NH:18][NH2:19])[CH:7]=[C:6]([C:8]2[CH:13]=[CH:12][CH:11]=[CH:10][C:9]=2[O:14][CH3:15])[N:5]=1)[CH3:17]. The catalyst class is: 12. (3) Reactant: C(=O)([O-])[O-].[K+].[K+].[OH:7][C:8]1[CH:12]=[C:11]([C:13]([O:15][CH2:16][CH3:17])=[O:14])[N:10]([CH3:18])[N:9]=1.CS(O[CH:24]1[CH2:29][CH2:28][N:27]([C:30]([O:32][C:33]([CH3:36])([CH3:35])[CH3:34])=[O:31])[CH2:26][CH2:25]1)(=O)=O. Product: [CH2:16]([O:15][C:13]([C:11]1[N:10]([CH3:18])[N:9]=[C:8]([O:7][CH:24]2[CH2:29][CH2:28][N:27]([C:30]([O:32][C:33]([CH3:36])([CH3:35])[CH3:34])=[O:31])[CH2:26][CH2:25]2)[CH:12]=1)=[O:14])[CH3:17]. The catalyst class is: 18. (4) Reactant: [CH3:1][O:2][C:3](=[O:39])[C:4]1[CH:9]=[CH:8][C:7]([C:10]2[CH:14]([C:15](=[O:26])[C:16]3[CH:21]=[CH:20][C:19]([C:22]([CH3:25])([CH3:24])[CH3:23])=[CH:18][CH:17]=3)[CH:13]([C:27]3[CH:32]=[CH:31][C:30]([CH:33]4[CH2:38][CH2:37][CH2:36][CH2:35][CH2:34]4)=[CH:29][CH:28]=3)[O:12][N:11]=2)=[CH:6][CH:5]=1.C1CCN2C(=NCCC2)CC1. Product: [CH3:1][O:2][C:3](=[O:39])[C:4]1[CH:9]=[CH:8][C:7]([C:10]2[C:14]([C:15](=[O:26])[C:16]3[CH:21]=[CH:20][C:19]([C:22]([CH3:25])([CH3:24])[CH3:23])=[CH:18][CH:17]=3)=[C:13]([C:27]3[CH:28]=[CH:29][C:30]([CH:33]4[CH2:38][CH2:37][CH2:36][CH2:35][CH2:34]4)=[CH:31][CH:32]=3)[O:12][N:11]=2)=[CH:6][CH:5]=1. The catalyst class is: 1. (5) Reactant: [CH3:1][C:2]1[C:3]([O:15][C:16]2[CH:17]=[C:18]([CH:27]=[CH:28][CH:29]=2)/[CH:19]=[C:20]2/[C:21](=[O:26])[NH:22][C:23](=[O:25])[S:24]/2)=[N:4][CH:5]=[N:6][C:7]=1[O:8][CH:9]1[CH2:14][CH2:13][NH:12][CH2:11][CH2:10]1.C(N(CC)CC)C.[C:37](Cl)(=[O:39])[CH3:38]. Product: [C:37]([N:12]1[CH2:11][CH2:10][CH:9]([O:8][C:7]2[N:6]=[CH:5][N:4]=[C:3]([O:15][C:16]3[CH:17]=[C:18]([CH:27]=[CH:28][CH:29]=3)/[CH:19]=[C:20]3/[C:21](=[O:26])[NH:22][C:23](=[O:25])[S:24]/3)[C:2]=2[CH3:1])[CH2:14][CH2:13]1)(=[O:39])[CH3:38]. The catalyst class is: 4. (6) Reactant: [Br-:1].[K+].N[C@@H:4]([C:12]([OH:14])=[O:13])[CH2:5][C:6]1[CH:11]=[CH:10][CH:9]=[CH:8][CH:7]=1.N([O-])=O.[Na+]. Product: [Br:1][C@H:4]([CH2:5][C:6]1[CH:11]=[CH:10][CH:9]=[CH:8][CH:7]=1)[C:12]([OH:14])=[O:13]. The catalyst class is: 65. (7) Reactant: [CH:1]1([NH2:4])[CH2:3][CH2:2]1.I[CH2:6][CH2:7][CH2:8][O:9][C:10]1[CH:15]=[CH:14][C:13]([C:16]2[CH:21]=[CH:20][C:19]([C:22]([O:24][CH2:25][CH3:26])=[O:23])=[CH:18][CH:17]=2)=[CH:12][C:11]=1[C:27]1[CH:36]=[CH:35][C:34]2[C:33]([CH3:38])([CH3:37])[CH2:32][CH2:31][C:30]([CH3:40])([CH3:39])[C:29]=2[CH:28]=1. Product: [CH:1]1([NH:4][CH2:6][CH2:7][CH2:8][O:9][C:10]2[CH:15]=[CH:14][C:13]([C:16]3[CH:17]=[CH:18][C:19]([C:22]([O:24][CH2:25][CH3:26])=[O:23])=[CH:20][CH:21]=3)=[CH:12][C:11]=2[C:27]2[CH:36]=[CH:35][C:34]3[C:33]([CH3:38])([CH3:37])[CH2:32][CH2:31][C:30]([CH3:40])([CH3:39])[C:29]=3[CH:28]=2)[CH2:3][CH2:2]1. The catalyst class is: 8.